From a dataset of CYP2D6 inhibition data for predicting drug metabolism from PubChem BioAssay. Regression/Classification. Given a drug SMILES string, predict its absorption, distribution, metabolism, or excretion properties. Task type varies by dataset: regression for continuous measurements (e.g., permeability, clearance, half-life) or binary classification for categorical outcomes (e.g., BBB penetration, CYP inhibition). Dataset: cyp2d6_veith. (1) The compound is O=C(CCc1ccccc1)NNC(=S)NC(=O)c1ccccc1. The result is 0 (non-inhibitor). (2) The molecule is Cc1nnc(C)n1/N=C/c1cccs1. The result is 0 (non-inhibitor). (3) The molecule is CN1CCN(CC/C=C2\c3ccccc3Sc3ccc(S(=O)(=O)N(C)C)cc32)CC1. The result is 1 (inhibitor).